From a dataset of Full USPTO retrosynthesis dataset with 1.9M reactions from patents (1976-2016). Predict the reactants needed to synthesize the given product. (1) Given the product [ClH:27].[ClH:27].[F:26][C:2]([F:1])([C:22]([F:23])([F:24])[F:25])[C:3]([NH:5][CH2:6][CH2:7][CH2:8][CH2:9][N:10]1[CH2:20][C:19]2[N:21]3[C:12](=[CH:13][N:14]=[C:15]3[CH:16]=[CH:17][CH:18]=2)[CH2:11]1)=[O:4], predict the reactants needed to synthesize it. The reactants are: [F:1][C:2]([F:26])([C:22]([F:25])([F:24])[F:23])[C:3]([NH:5][CH2:6][CH2:7][CH2:8][CH2:9][N:10]1[CH2:20][C:19]2[N:21]3[C:12](=[CH:13][N:14]=[C:15]3[CH:16]=[CH:17][CH:18]=2)[CH2:11]1)=[O:4].[ClH:27]. (2) The reactants are: C(N[C:5]1[CH:10]=[CH:9][C:8](S(N=[N+]=[N-])(=O)=O)=[CH:7][CH:6]=1)(=O)C.[C:17](=[O:20])([O-])[O-:18].[K+].[K+].[CH3:23]OP(CC(=O)C)(=O)OC.[CH3:33][C:34]([C:38]1[CH:47]=CC=C[C:39]=1C(OC)=O)(C)C=O. Given the product [CH3:39][C:38]([C:10]1[CH:9]=[C:8]([CH:7]=[CH:6][CH:5]=1)[C:17]([O:18][CH3:23])=[O:20])([CH3:47])[C:34]#[CH:33], predict the reactants needed to synthesize it. (3) Given the product [F:3][C:4]1[CH:5]=[CH:6][C:7]([CH2:8][O:9][C:10]2[CH:11]=[C:12]3[C:16](=[CH:17][CH:18]=2)[C:15](=[O:19])[N:14]([CH2:20][CH:21]([O:26][CH3:31])[C:22]([F:24])([F:25])[F:23])[C:13]3=[O:27])=[CH:28][CH:29]=1, predict the reactants needed to synthesize it. The reactants are: [H-].[Na+].[F:3][C:4]1[CH:29]=[CH:28][C:7]([CH2:8][O:9][C:10]2[CH:11]=[C:12]3[C:16](=[CH:17][CH:18]=2)[C:15](=[O:19])[N:14]([CH2:20][CH:21]([OH:26])[C:22]([F:25])([F:24])[F:23])[C:13]3=[O:27])=[CH:6][CH:5]=1.I[CH3:31].O.